From a dataset of Full USPTO retrosynthesis dataset with 1.9M reactions from patents (1976-2016). Predict the reactants needed to synthesize the given product. The reactants are: Cl[C:2]1[CH:7]=[C:6]([C:8]2[C:13]([CH3:14])=[CH:12][C:11]([CH3:15])=[CH:10][N:9]=2)[C:5]([Cl:16])=[CH:4][N:3]=1.[F-].[Cs+].[CH:19]1([NH:22][C:23]2[N:24]=[CH:25][C:26]3[CH2:32][NH:31][CH2:30][CH2:29][C:27]=3[N:28]=2)[CH2:21][CH2:20]1.C(OCC)(=O)C. Given the product [Cl:16][C:5]1[C:6]([C:8]2[C:13]([CH3:14])=[CH:12][C:11]([CH3:15])=[CH:10][N:9]=2)=[CH:7][C:2]([N:31]2[CH2:30][CH2:29][C:27]3[N:28]=[C:23]([NH:22][CH:19]4[CH2:20][CH2:21]4)[N:24]=[CH:25][C:26]=3[CH2:32]2)=[N:3][CH:4]=1, predict the reactants needed to synthesize it.